From a dataset of Forward reaction prediction with 1.9M reactions from USPTO patents (1976-2016). Predict the product of the given reaction. (1) Given the reactants C(N(CC)CC)C.Br[C:9]1[CH:10]=[N:11][CH:12]=[C:13]([CH:16]=1)[C:14]#[N:15].[F:17][C:18]1[CH:29]=[CH:28][C:27]([C:30]#[C:31][Si](C)(C)C)=[CH:26][C:19]=1[CH2:20][NH:21][S:22]([CH3:25])(=[O:24])=[O:23].[F-].C([N+](CCCC)(CCCC)CCCC)CCC, predict the reaction product. The product is: [C:14]([C:13]1[CH:16]=[C:9]([C:31]#[C:30][C:27]2[CH:28]=[CH:29][C:18]([F:17])=[C:19]([CH:26]=2)[CH2:20][NH:21][S:22]([CH3:25])(=[O:24])=[O:23])[CH:10]=[N:11][CH:12]=1)#[N:15]. (2) The product is: [CH3:31][O:30][C:27]1[CH:28]=[CH:29][C:24]([N:18]2[CH:22]=[CH:21][CH:20]=[N:19]2)=[CH:25][CH:26]=1. Given the reactants C([O-])([O-])=O.[K+].[K+].N1C2C(=CC=CC=2O)C=CC=1.[NH:18]1[CH:22]=[CH:21][CH:20]=[N:19]1.I[C:24]1[CH:29]=[CH:28][C:27]([O:30][CH3:31])=[CH:26][CH:25]=1.[NH4+].[Cl-], predict the reaction product. (3) Given the reactants [CH3:1][O:2][C:3]([C:5]1[N:6]=[C:7]2[C:12]([C:13]([F:16])([F:15])[F:14])=[CH:11][C:10](Br)=[CH:9][N:8]2[CH:18]=1)=[O:4].[O:19]1[CH:23]=[CH:22][C:21](B(O)O)=[CH:20]1, predict the reaction product. The product is: [CH3:1][O:2][C:3]([C:5]1[N:6]=[C:7]2[C:12]([C:13]([F:16])([F:15])[F:14])=[CH:11][C:10]([C:21]3[CH:22]=[CH:23][O:19][CH:20]=3)=[CH:9][N:8]2[CH:18]=1)=[O:4]. (4) Given the reactants [C:1]([O:5][C:6]([N:8]([C:13]1[CH:14]=[C:15]([CH:19]=[CH:20][C:21]=1[O:22][CH3:23])[C:16](O)=[O:17])[S:9]([CH3:12])(=[O:11])=[O:10])=[O:7])([CH3:4])([CH3:3])[CH3:2].CN(C(ON1N=NC2C=CC=NC1=2)=[N+](C)C)C.F[P-](F)(F)(F)(F)F.CN1CCOCC1.[SH:55][CH2:56][C:57]([OH:59])=[O:58], predict the reaction product. The product is: [C:1]([O:5][C:6]([N:8]([C:13]1[CH:14]=[C:15]([CH:19]=[CH:20][C:21]=1[O:22][CH3:23])[C:16]([S:55][CH2:56][C:57]([OH:59])=[O:58])=[O:17])[S:9]([CH3:12])(=[O:11])=[O:10])=[O:7])([CH3:4])([CH3:3])[CH3:2]. (5) Given the reactants [C:1]([O:5][C:6]([NH:8][C@H:9]([C:22]([O:24]C)=O)[CH2:10][CH2:11][CH2:12][CH2:13][NH:14]C(OC(C)(C)C)=O)=[O:7])([CH3:4])([CH3:3])[CH3:2].[BH4-].[Li+], predict the reaction product. The product is: [C:6]([N:8]([C:6]([O:5][C:1]([CH3:2])([CH3:3])[CH3:4])=[O:7])[C@H:9]([CH2:22][OH:24])[CH2:10][CH2:11][CH2:12][CH2:13][NH2:14])([O:5][C:1]([CH3:4])([CH3:3])[CH3:2])=[O:7]. (6) Given the reactants [OH-].[Na+].C([O:5][C:6](=[O:36])[CH2:7][NH:8][C:9](=[O:35])[C:10]1[CH:15]=[CH:14][CH:13]=[C:12]([C:16]2[C:25]3[C:20](=[CH:21][C:22]([O:31][CH3:32])=[C:23]4[O:28][C:27]([CH3:30])([CH3:29])[CH2:26][C:24]4=3)[CH2:19][C:18]([CH3:34])([CH3:33])[N:17]=2)[CH:11]=1)C.[ClH:37], predict the reaction product. The product is: [ClH:37].[CH3:32][O:31][C:22]1[CH:21]=[C:20]2[C:25](=[C:24]3[CH2:26][C:27]([CH3:30])([CH3:29])[O:28][C:23]=13)[C:16]([C:12]1[CH:11]=[C:10]([CH:15]=[CH:14][CH:13]=1)[C:9]([NH:8][CH2:7][C:6]([OH:36])=[O:5])=[O:35])=[N:17][C:18]([CH3:34])([CH3:33])[CH2:19]2. (7) Given the reactants [F:1][C:2]1[CH:30]=[C:29]([NH:31][C:32]([C:34]2[C:39](=[O:40])[N:38]([C:41]3[CH:46]=[CH:45][C:44]([F:47])=[CH:43][CH:42]=3)[N:37]=[CH:36][CH:35]=2)=[O:33])[CH:28]=[CH:27][C:3]=1[O:4][C:5]1[CH:10]=[CH:9][N:8]=[C:7]2[CH:11]=[C:12]([CH:14]3[CH2:19][CH2:18][N:17](C(OC(C)(C)C)=O)[CH2:16][CH2:15]3)[S:13][C:6]=12.C(O)(C(F)(F)F)=O, predict the reaction product. The product is: [F:1][C:2]1[CH:30]=[C:29]([NH:31][C:32]([C:34]2[C:39](=[O:40])[N:38]([C:41]3[CH:42]=[CH:43][C:44]([F:47])=[CH:45][CH:46]=3)[N:37]=[CH:36][CH:35]=2)=[O:33])[CH:28]=[CH:27][C:3]=1[O:4][C:5]1[CH:10]=[CH:9][N:8]=[C:7]2[CH:11]=[C:12]([CH:14]3[CH2:15][CH2:16][NH:17][CH2:18][CH2:19]3)[S:13][C:6]=12.